Dataset: Catalyst prediction with 721,799 reactions and 888 catalyst types from USPTO. Task: Predict which catalyst facilitates the given reaction. (1) Reactant: C([O:3][C:4](=O)[C:5]1[CH:10]=[C:9]([CH3:11])[C:8]([CH2:12][CH:13]([CH3:15])[CH3:14])=[N:7][CH:6]=1)C.[NH3:17]. Product: [CH2:12]([C:8]1[C:9]([CH3:11])=[CH:10][C:5]([C:4]([NH2:17])=[O:3])=[CH:6][N:7]=1)[CH:13]([CH3:15])[CH3:14]. The catalyst class is: 5. (2) Reactant: Cl.[CH3:2][CH:3]([O:5][C:6]1[CH:13]=[CH:12][C:11]([CH:14]2[N:18](C3C(C)=C4C(=CC=3)CNCC4)[N:17]=[CH:16][S:15]2)=[CH:10][C:7]=1[C:8]#[N:9])[CH3:4].Br[CH2:31][CH2:32]O.[C:34](=[O:37])([O-])[O-].[K+].[K+].[CH3:40][N:41]([CH:43]=O)[CH3:42]. Product: [OH:37][CH2:34][CH2:40][N:41]1[CH2:43][CH2:11][C:10]2[C:7](=[CH:6][CH:13]=[C:12]([C:16]3[S:15][C:14]([C:11]4[CH:12]=[CH:13][C:6]([O:5][CH:3]([CH3:2])[CH3:4])=[C:7]([CH:10]=4)[C:8]#[N:9])=[N:18][N:17]=3)[C:31]=2[CH3:32])[CH2:42]1. The catalyst class is: 13. (3) Reactant: [CH2:1]([N:8]1[CH2:13][CH2:12][C:11](=O)[CH2:10][CH2:9]1)[C:2]1[CH:7]=[CH:6][CH:5]=[CH:4][CH:3]=1.[C:15]([BH3-])#[N:16].[Na+].[CH3:19][NH:20][CH2:21][CH2:22][NH:23][CH3:24].[C:25](O)(=O)[CH3:26].C(=O)([O-])[O-].[K+].[K+].C(=O)([O-])O.[Na+]. Product: [CH2:1]([N:8]1[CH2:13][CH2:12][CH:11]([N:20]([CH3:19])[CH2:21][CH2:22][N:23]([CH:11]2[CH2:12][CH2:13][N:16]([CH2:15][C:26]3[CH:25]=[CH:4][CH:3]=[CH:2][CH:1]=3)[CH2:9][CH2:10]2)[CH3:24])[CH2:10][CH2:9]1)[C:2]1[CH:7]=[CH:6][CH:5]=[CH:4][CH:3]=1. The catalyst class is: 5. (4) Reactant: C(=O)(O)[O-].[Na+].[NH2:6][C:7]1[CH:8]=[C:9]([CH:13]=[CH:14][C:15]=1[O:16][CH:17]([CH3:19])[CH3:18])[C:10]([NH2:12])=[O:11].[C:20](Cl)(Cl)=[S:21]. Product: [CH:17]([O:16][C:15]1[CH:14]=[CH:13][C:9]([C:10]([NH2:12])=[O:11])=[CH:8][C:7]=1[N:6]=[C:20]=[S:21])([CH3:19])[CH3:18]. The catalyst class is: 408. (5) Reactant: COC[O:4][C:5]1[CH:10]=[C:9]([O:11]COC)[CH:8]=[CH:7][C:6]=1[CH:15]1[CH2:20][CH2:19][CH2:18][CH:17]([NH:21][C:22](=[O:24])[CH3:23])[CH2:16]1. Product: [OH:4][C:5]1[CH:10]=[C:9]([OH:11])[CH:8]=[CH:7][C:6]=1[CH:15]1[CH2:20][CH2:19][CH2:18][CH:17]([NH:21][C:22](=[O:24])[CH3:23])[CH2:16]1. The catalyst class is: 5. (6) Reactant: [Br:1][C:2]1[C:10]2[O:9][CH:8]=[C:7]([C:11]([OH:13])=O)[C:6]=2[CH:5]=[CH:4][CH:3]=1.C1N=CN(C(N2C=NC=C2)=O)C=1.[CH3:26][NH:27][O:28][CH3:29]. Product: [Br:1][C:2]1[C:10]2[O:9][CH:8]=[C:7]([C:11]([N:27]([O:28][CH3:29])[CH3:26])=[O:13])[C:6]=2[CH:5]=[CH:4][CH:3]=1. The catalyst class is: 2. (7) Reactant: [F:1][C:2]1[C:7]([OH:8])=[CH:6][CH:5]=[CH:4][C:3]=1[CH2:9][NH:10][C:11](=[O:19])[C:12]1[CH:17]=[CH:16][CH:15]=[N:14][C:13]=1[NH2:18].I[CH2:21][CH2:22][CH3:23].C(=O)([O-])[O-].[Cs+].[Cs+].CN(C=O)C. Product: [F:1][C:2]1[C:7]([O:8][CH2:21][CH2:22][CH3:23])=[CH:6][CH:5]=[CH:4][C:3]=1[CH2:9][NH:10][C:11](=[O:19])[C:12]1[CH:17]=[CH:16][CH:15]=[N:14][C:13]=1[NH2:18]. The catalyst class is: 6.